Task: Predict the reactants needed to synthesize the given product.. Dataset: Full USPTO retrosynthesis dataset with 1.9M reactions from patents (1976-2016) (1) Given the product [Cl:13][C:7]([C:9]([CH3:12])([CH3:11])[CH3:10])=[CH:6][C:19]#[N:17], predict the reactants needed to synthesize it. The reactants are: P(Cl)(Cl)(Cl)=O.[CH3:6][C:7]([C:9]([CH3:12])([CH3:11])[CH3:10])=O.[ClH:13].NO.C[N:17]([CH:19]=O)C. (2) Given the product [CH3:15][O:14][C:11]1[CH:10]=[CH:9][C:8]([C:6]2[N:7]=[C:2]([NH:28][C:29]3[CH:38]=[C:37]4[C:32]([CH2:33][CH2:34][C:35](=[O:39])[NH:36]4)=[CH:31][CH:30]=3)[C:3]3[NH:18][N:17]=[CH:16][C:4]=3[N:5]=2)=[CH:13][CH:12]=1, predict the reactants needed to synthesize it. The reactants are: Cl[C:2]1[C:3]2[C:4](=[CH:16][N:17](CC3C=CC(OC)=CC=3)[N:18]=2)[N:5]=[C:6]([C:8]2[CH:13]=[CH:12][C:11]([O:14][CH3:15])=[CH:10][CH:9]=2)[N:7]=1.[NH2:28][C:29]1[CH:38]=[C:37]2[C:32]([CH2:33][CH2:34][C:35](=[O:39])[NH:36]2)=[CH:31][CH:30]=1.Cl. (3) The reactants are: [C:1]([C:5]1[CH:26]=[CH:25][C:8]([CH2:9][N:10]([CH2:22][CH2:23][OH:24])[C:11]([C:13]2[CH:14]=[CH:15][CH:16]=[C:17]3[C:21]=2[NH:20][CH:19]=[CH:18]3)=[O:12])=[CH:7][CH:6]=1)([CH3:4])([CH3:3])[CH3:2].O[C:28]1[CH:33]=[CH:32][CH:31]=[CH:30][C:29]=1[C:34]([F:37])([F:36])[F:35].C1(P(C2C=CC=CC=2)C2C=CC=CC=2)C=CC=CC=1.C(OC(N=NC(OCC)=O)=O)C. Given the product [C:1]([C:5]1[CH:6]=[CH:7][C:8]([CH2:9][N:10]([CH2:22][CH2:23][O:24][C:28]2[CH:33]=[CH:32][CH:31]=[CH:30][C:29]=2[C:34]([F:37])([F:36])[F:35])[C:11]([C:13]2[CH:14]=[CH:15][CH:16]=[C:17]3[C:21]=2[NH:20][CH:19]=[CH:18]3)=[O:12])=[CH:25][CH:26]=1)([CH3:4])([CH3:2])[CH3:3], predict the reactants needed to synthesize it. (4) Given the product [CH2:21]([O:20][C:18]([CH:15]1[CH2:16][CH2:17][C:12](=[O:11])[CH2:13][CH2:14]1)=[O:19])[CH3:22], predict the reactants needed to synthesize it. The reactants are: C(Cl)(=O)C(Cl)=O.CS(C)=O.[OH:11][CH:12]1[CH2:17][CH2:16][CH:15]([C:18]([O:20][CH2:21][CH3:22])=[O:19])[CH2:14][CH2:13]1. (5) The reactants are: F[C:2]1[CH:7]=[CH:6][C:5]([N+:8]([O-:10])=[O:9])=[C:4]([O:11][CH3:12])[CH:3]=1.[CH3:13][S:14]([N:17]1[CH2:22][CH2:21][NH:20][CH2:19][CH2:18]1)(=[O:16])=[O:15].C(=O)([O-])[O-].[K+].[K+].O. Given the product [CH3:12][O:11][C:4]1[CH:3]=[C:2]([N:20]2[CH2:21][CH2:22][N:17]([S:14]([CH3:13])(=[O:16])=[O:15])[CH2:18][CH2:19]2)[CH:7]=[CH:6][C:5]=1[N+:8]([O-:10])=[O:9], predict the reactants needed to synthesize it. (6) Given the product [CH3:1][O:2][C:3](=[O:24])[CH:4]=[CH:32][C:29]1[CH:30]=[N:31][C:26]([Br:25])=[CH:27][CH:28]=1, predict the reactants needed to synthesize it. The reactants are: [CH3:1][O:2][C:3](=[O:24])[CH:4]=P(C1C=CC=CC=1)(C1C=CC=CC=1)C1C=CC=CC=1.[Br:25][C:26]1[N:31]=[CH:30][C:29]([CH:32]=O)=[CH:28][CH:27]=1. (7) Given the product [OH:3][CH2:4][C@H:5]1[NH:6][C:7](=[O:12])[C:8]([CH3:11])([CH3:10])[CH2:9]1, predict the reactants needed to synthesize it. The reactants are: CC1(C)[N:6]2[C:7](=[O:12])[C:8]([CH3:11])([CH3:10])[CH2:9][CH:5]2[CH2:4][O:3]1.C1(C)C=CC(S(O)(=O)=O)=CC=1. (8) Given the product [F:24][C:11]1[CH:12]=[C:13]([C:16]2[C:17]([C:22]#[N:23])=[CH:18][CH:19]=[CH:20][CH:21]=2)[CH:14]=[CH:15][C:10]=1[CH2:9][N:6]1[C:7](=[O:8])[C:2]([C:36]2[CH:37]=[CH:38][C:33]([O:32][CH:29]([CH3:31])[CH3:30])=[CH:34][CH:35]=2)=[C:3]([CH3:28])[N:4]=[C:5]1[CH2:25][CH2:26][CH3:27], predict the reactants needed to synthesize it. The reactants are: Br[C:2]1[C:7](=[O:8])[N:6]([CH2:9][C:10]2[CH:15]=[CH:14][C:13]([C:16]3[C:17]([C:22]#[N:23])=[CH:18][CH:19]=[CH:20][CH:21]=3)=[CH:12][C:11]=2[F:24])[C:5]([CH2:25][CH2:26][CH3:27])=[N:4][C:3]=1[CH3:28].[CH:29]([O:32][C:33]1[CH:38]=[CH:37][C:36](B(O)O)=[CH:35][CH:34]=1)([CH3:31])[CH3:30].C(=O)([O-])[O-].[Cs+].[Cs+].